Dataset: Forward reaction prediction with 1.9M reactions from USPTO patents (1976-2016). Task: Predict the product of the given reaction. (1) Given the reactants [CH3:1][C:2]1[CH:7]=[N:6][CH:5]=[CH:4][N:3]=1.ClN1C(=O)N(Cl)C(=O)N(Cl)C1=O.[N:20]1[C:25]2[CH:26]=[C:27]3[C:33](=[O:34])[N:32]4[CH2:35][CH2:36][CH2:37][CH:31]4[O:30][C:28]3=[CH:29][C:24]=2[C:23](=[O:38])[NH:22][N:21]=1.C1CCN2C(=NCCC2)CC1, predict the reaction product. The product is: [N:3]1[CH:4]=[CH:5][N:6]=[CH:7][C:2]=1[CH2:1][N:22]1[C:23](=[O:38])[C:24]2[CH:29]=[C:28]3[O:30][CH:31]4[CH2:37][CH2:36][CH2:35][N:32]4[C:33](=[O:34])[C:27]3=[CH:26][C:25]=2[N:20]=[N:21]1. (2) Given the reactants [Br:1][C:2]1[N:3]([CH:21]([CH3:23])[CH3:22])[C:4]([CH:12]([C:14]2[CH:19]=[CH:18][C:17]([Cl:20])=[CH:16][CH:15]=2)O)=[C:5]([C:7]([O:9][CH2:10][CH3:11])=[O:8])[N:6]=1.CS(OS(C)(=O)=O)(=O)=O.[CH3:33][N:34]1[C:38]2=[N:39][C:40]([NH2:44])=[CH:41][C:42]([CH3:43])=[C:37]2[N:36]=[N:35]1, predict the reaction product. The product is: [Br:1][C:2]1[N:3]([CH:21]([CH3:23])[CH3:22])[C:4]([CH:12]([C:14]2[CH:19]=[CH:18][C:17]([Cl:20])=[CH:16][CH:15]=2)[NH:44][C:40]2[N:39]=[C:38]3[N:34]([CH3:33])[N:35]=[N:36][C:37]3=[C:42]([CH3:43])[CH:41]=2)=[C:5]([C:7]([O:9][CH2:10][CH3:11])=[O:8])[N:6]=1. (3) Given the reactants Br[C:2]1[C:3]([F:28])=[C:4]([C:24]([F:27])=[CH:25][CH:26]=1)/[CH:5]=[C:6]1/[C:7](=[O:23])[C:8]2[C:13]([CH2:14]/1)=[CH:12][C:11]([N:15]1[CH2:20][CH2:19][O:18][CH2:17][CH2:16]1)=[C:10]([O:21][CH3:22])[CH:9]=2, predict the reaction product. The product is: [F:27][C:24]1[CH:25]=[CH:26][CH:2]=[C:3]([F:28])[C:4]=1[CH2:5][CH:6]1[CH2:14][C:13]2[C:8](=[CH:9][C:10]([O:21][CH3:22])=[C:11]([N:15]3[CH2:16][CH2:17][O:18][CH2:19][CH2:20]3)[CH:12]=2)[C:7]1=[O:23]. (4) Given the reactants [Br:1][CH:2]([CH2:6][CH3:7])[C:3](Br)=[O:4].Cl.[CH2:9]([O:16][NH2:17])[C:10]1[CH:15]=[CH:14][CH:13]=[CH:12][CH:11]=1, predict the reaction product. The product is: [Br:1][CH:2]([CH2:6][CH3:7])[C:3]([NH:17][O:16][CH2:9][C:10]1[CH:15]=[CH:14][CH:13]=[CH:12][CH:11]=1)=[O:4].